From a dataset of Peptide-MHC class I binding affinity with 185,985 pairs from IEDB/IMGT. Regression. Given a peptide amino acid sequence and an MHC pseudo amino acid sequence, predict their binding affinity value. This is MHC class I binding data. The peptide sequence is WRDDSRGRW. The MHC is HLA-A11:01 with pseudo-sequence HLA-A11:01. The binding affinity (normalized) is 0.0847.